Dataset: Reaction yield outcomes from USPTO patents with 853,638 reactions. Task: Predict the reaction yield, written as a fraction of the theoretical maximum amount of product (1.0 means a 100% yield; for example, 0.34 means a 34% yield). (1) The reactants are [Cl:1][CH2:2][C:3](Cl)=[O:4].[NH2:6][C:7]1[CH:15]=[CH:14][CH:13]=[C:12]2[C:8]=1[C:9](=[O:26])[N:10]([C:17]1([CH3:25])[CH2:22][CH2:21][C:20](=[O:23])[NH:19][C:18]1=[O:24])[C:11]2=[O:16]. The catalyst is C1COCC1. The product is [Cl:1][CH2:2][C:3]([NH:6][C:7]1[CH:15]=[CH:14][CH:13]=[C:12]2[C:8]=1[C:9](=[O:26])[N:10]([C:17]1([CH3:25])[CH2:22][CH2:21][C:20](=[O:23])[NH:19][C:18]1=[O:24])[C:11]2=[O:16])=[O:4]. The yield is 0.840. (2) The reactants are [Br:1][C:2]1[CH:7]=[CH:6][N:5]2[N:8]=[CH:9][CH:10]=[C:4]2[CH:3]=1.[I:11]N1C(=O)CCC1=O. The catalyst is CO. The product is [Br:1][C:2]1[CH:7]=[CH:6][N:5]2[N:8]=[CH:9][C:10]([I:11])=[C:4]2[CH:3]=1. The yield is 0.975. (3) The reactants are Cl[C:2]1[N:3]=[CH:4][C:5]2[C:6]3[N:20]([CH:21]4[CH2:26][CH2:25][CH2:24][CH2:23][O:22]4)[N:19]=[CH:18][C:7]=3[C:8](=[O:17])[N:9]([CH2:12][C:13]([F:16])([F:15])[F:14])[C:10]=2[CH:11]=1.[Cl:27][C:28]1[C:33](B(O)O)=[CH:32][CH:31]=[CH:30][N:29]=1.C(=O)([O-])[O-].[K+].[K+].O1CCOCC1. The catalyst is C1C=CC([P]([Pd]([P](C2C=CC=CC=2)(C2C=CC=CC=2)C2C=CC=CC=2)([P](C2C=CC=CC=2)(C2C=CC=CC=2)C2C=CC=CC=2)[P](C2C=CC=CC=2)(C2C=CC=CC=2)C2C=CC=CC=2)(C2C=CC=CC=2)C2C=CC=CC=2)=CC=1.O. The product is [Cl:27][C:28]1[C:33]([C:2]2[N:3]=[CH:4][C:5]3[C:6]4[N:20]([CH:21]5[CH2:26][CH2:25][CH2:24][CH2:23][O:22]5)[N:19]=[CH:18][C:7]=4[C:8](=[O:17])[N:9]([CH2:12][C:13]([F:14])([F:16])[F:15])[C:10]=3[CH:11]=2)=[CH:32][CH:31]=[CH:30][N:29]=1. The yield is 0.240. (4) The reactants are [NH2:1][C:2]1[CH:3]=[C:4]([CH:9]=[CH:10][C:11]=1[OH:12])[C:5]([O:7][CH3:8])=[O:6].C(N(CC)CC)C.C[C:21]1[CH:26]=[CH:25]C(S(O)(=O)=O)=[CH:23][CH:22]=1.N1[CH:25]=[CH:26][CH:21]=[CH:22][CH:23]=1.C(Cl)(=O)CCC=C. The catalyst is C(OCC)(=O)C. The product is [CH2:26]([C:25]1[O:12][C:11]2[CH:10]=[CH:9][C:4]([C:5]([O:7][CH3:8])=[O:6])=[CH:3][C:2]=2[N:1]=1)[CH2:21][CH:22]=[CH2:23]. The yield is 0.700. (5) The yield is 0.210. The catalyst is ClCCl. The product is [Cl:21][C:20]1[CH:19]=[CH:18][CH:17]=[C:8](/[CH:9]=[C:10]2/[C:11](=[O:16])[NH:12][C:13](=[O:15])[S:14]/2)[C:7]=1[N:4]1[CH2:5][CH2:6][C@H:2]([NH:1][C:28]([C:24]2[N:23]([CH3:22])[CH:27]=[CH:26][N:25]=2)=[O:29])[CH2:3]1. The reactants are [NH2:1][C@H:2]1[CH2:6][CH2:5][N:4]([C:7]2[C:20]([Cl:21])=[CH:19][CH:18]=[CH:17][C:8]=2/[CH:9]=[C:10]2/[C:11](=[O:16])[NH:12][C:13](=[O:15])[S:14]/2)[CH2:3]1.[CH3:22][N:23]1[CH:27]=[CH:26][N:25]=[C:24]1[C:28](O)=[O:29].CN(C(ON1N=NC2C=CC=NC1=2)=[N+](C)C)C.F[P-](F)(F)(F)(F)F.CCN(C(C)C)C(C)C.